This data is from Full USPTO retrosynthesis dataset with 1.9M reactions from patents (1976-2016). The task is: Predict the reactants needed to synthesize the given product. (1) The reactants are: [N+:1]([C:4]1[CH:5]=[C:6]2[C:10](=[CH:11][CH:12]=1)[NH:9][C:8]([C:13]([O:15][CH2:16][CH3:17])=[O:14])=[CH:7]2)([O-])=O.C([O-])=O.[NH4+]. Given the product [NH2:1][C:4]1[CH:5]=[C:6]2[C:10](=[CH:11][CH:12]=1)[NH:9][C:8]([C:13]([O:15][CH2:16][CH3:17])=[O:14])=[CH:7]2, predict the reactants needed to synthesize it. (2) Given the product [CH3:15][O:14][C:12](=[O:13])[CH2:11][CH2:10][CH2:9][CH2:8][CH2:7][CH2:6][CH2:5][CH2:4][CH2:3][CH2:2][N:16]=[N+:17]=[N-:18], predict the reactants needed to synthesize it. The reactants are: Br[CH2:2][CH2:3][CH2:4][CH2:5][CH2:6][CH2:7][CH2:8][CH2:9][CH2:10][CH2:11][C:12]([O:14][CH3:15])=[O:13].[N-:16]=[N+:17]=[N-:18].[Na+].